From a dataset of Catalyst prediction with 721,799 reactions and 888 catalyst types from USPTO. Predict which catalyst facilitates the given reaction. (1) Reactant: [Cl:1][C:2]1[CH:3]=[C:4]([S:8]([NH:11][C:12]2[CH:17]=[C:16]([O:18]C)[N:15]=[C:14]3[S:20][C:21]([CH3:31])=[C:22]([C:23]4[CH:28]=[CH:27][CH:26]=[C:25]([O:29][CH3:30])[CH:24]=4)[C:13]=23)(=[O:10])=[O:9])[CH:5]=[CH:6][CH:7]=1.Cl. Product: [Cl:1][C:2]1[CH:3]=[C:4]([S:8]([NH:11][C:12]2[C:13]3[C:22]([C:23]4[CH:28]=[CH:27][CH:26]=[C:25]([O:29][CH3:30])[CH:24]=4)=[C:21]([CH3:31])[S:20][C:14]=3[NH:15][C:16](=[O:18])[CH:17]=2)(=[O:9])=[O:10])[CH:5]=[CH:6][CH:7]=1. The catalyst class is: 5. (2) Reactant: [Br:1][CH2:2][CH:3]([OH:6])[CH2:4][Br:5].C(N(C(C)C)C(C)C)C.FC(F)(F)S(O[Si:22]([CH:29]([CH3:31])[CH3:30])([CH:26]([CH3:28])[CH3:27])[CH:23]([CH3:25])[CH3:24])(=O)=O. Product: [Br:1][CH2:2][CH:3]([CH2:4][Br:5])[O:6][Si:22]([CH:29]([CH3:31])[CH3:30])([CH:26]([CH3:28])[CH3:27])[CH:23]([CH3:25])[CH3:24]. The catalyst class is: 4. (3) Reactant: C(OC([N:8]1[CH2:13][CH2:12][N:11](C(OC(C)(C)C)=O)[CH2:10][C@@H:9]1[CH2:21][CH2:22][CH2:23][CH2:24][O:25][CH3:26])=O)(C)(C)C.C(O)(C(F)(F)F)=O. Product: [CH3:26][O:25][CH2:24][CH2:23][CH2:22][CH2:21][C@H:9]1[CH2:10][NH:11][CH2:12][CH2:13][NH:8]1. The catalyst class is: 2.